From a dataset of Reaction yield outcomes from USPTO patents with 853,638 reactions. Predict the reaction yield, written as a fraction of the theoretical maximum amount of product (1.0 means a 100% yield; for example, 0.34 means a 34% yield). (1) The reactants are [NH2:1][C@H:2]1[CH2:7][C@@H:6]([C:8]([O:10][CH3:11])=[O:9])[C@@H:5]([N:12]2[CH2:16][CH2:15][C@H:14]([NH:17][C:18]([O:20][CH2:21][C:22]3[CH:27]=[CH:26][CH:25]=[CH:24][CH:23]=3)=[O:19])[C:13]2=[O:28])[CH2:4][CH2:3]1.[CH3:29][C:30]([CH3:32])=O.[BH-](OC(C)=O)(OC(C)=O)O[C:35](C)=O.[Na+].C=O. The catalyst is C(Cl)Cl. The product is [CH2:21]([O:20][C:18]([NH:17][C@H:14]1[CH2:15][CH2:16][N:12]([C@H:5]2[CH2:4][CH2:3][C@@H:2]([N:1]([CH:30]([CH3:32])[CH3:29])[CH3:35])[CH2:7][C@H:6]2[C:8]([O:10][CH3:11])=[O:9])[C:13]1=[O:28])=[O:19])[C:22]1[CH:27]=[CH:26][CH:25]=[CH:24][CH:23]=1. The yield is 0.500. (2) The reactants are [Br:1][CH2:2][C:3]([C:5]1[CH:6]=[CH:7][C:8]2[C:17]3[CH:16]=[C:15]4[CH2:18][CH2:19][CH2:20][C:21](=[O:22])[C:14]4=[CH:13][C:12]=3[O:11][CH2:10][C:9]=2[CH:23]=1)=[O:4].[Br-:24].[Br-].[Br-].[NH+]1C=CC=CC=1.[NH+]1C=CC=CC=1.[NH+]1C=CC=CC=1.ClCCl. The catalyst is CO. The product is [Br:24][CH:20]1[CH2:19][CH2:18][C:15]2=[CH:16][C:17]3[C:8]4[CH:7]=[CH:6][C:5]([C:3](=[O:4])[CH2:2][Br:1])=[CH:23][C:9]=4[CH2:10][O:11][C:12]=3[CH:13]=[C:14]2[C:21]1=[O:22]. The yield is 0.840. (3) The product is [Br:1][C:2]1[CH:3]=[C:4]([S:8]([NH:16][CH2:15][CH2:14][O:13][CH3:12])(=[O:10])=[O:9])[CH:5]=[CH:6][CH:7]=1. The reactants are [Br:1][C:2]1[CH:3]=[C:4]([S:8](Cl)(=[O:10])=[O:9])[CH:5]=[CH:6][CH:7]=1.[CH3:12][O:13][CH2:14][CH2:15][NH2:16]. The yield is 0.990. No catalyst specified.